From a dataset of Full USPTO retrosynthesis dataset with 1.9M reactions from patents (1976-2016). Predict the reactants needed to synthesize the given product. (1) Given the product [N:22]1[NH:23][N:24]=[C:4]([C@@H:3]([NH:6][C:7](=[O:13])[O:8][C:9]([CH3:12])([CH3:11])[CH3:10])[CH2:2][CH2:1][NH:14][C:15](=[O:21])[O:16][C:17]([CH3:20])([CH3:19])[CH3:18])[CH:5]=1, predict the reactants needed to synthesize it. The reactants are: [CH2:1]([NH:14][C:15](=[O:21])[O:16][C:17]([CH3:20])([CH3:19])[CH3:18])[CH2:2][C@H:3]([NH:6][C:7](=[O:13])[O:8][C:9]([CH3:12])([CH3:11])[CH3:10])[C:4]#[CH:5].[N:22]([Si](C)(C)C)=[N+:23]=[N-:24]. (2) Given the product [OH:12][CH:2]([CH:3]([N+:9]([O-:10])=[O:8])[CH3:4])[C:1]([O:6][CH3:7])=[O:5], predict the reactants needed to synthesize it. The reactants are: [C:1]([O:6][CH3:7])(=[O:5])/[CH:2]=[CH:3]/[CH3:4].[O:8]=[N+:9]([O-:12])[O-:10].[O-:12][N+:9](=[O:8])[O-:10].[O-:10][N+:9](=[O:8])[O-:12].[O-:10][N+:9](=[O:8])[O-:12].[O-:10][N+:9](=[O:8])[O-:12].[O-:10][N+:9](=[O:8])[O-:12].[Ce+4].[NH4+].[NH4+].N([O-])=O.[Na+].O. (3) Given the product [C:1]12([NH:11][CH2:17][C:16]3[S:12][C:13]4[CH:22]=[CH:21][S:20][C:14]=4[CH:15]=3)[CH2:8][CH:7]3[CH2:6][CH:5]([CH2:4][CH:3]([CH2:9]3)[CH2:2]1)[CH2:10]2, predict the reactants needed to synthesize it. The reactants are: [C:1]12([NH2:11])[CH2:10][CH:5]3[CH2:6][CH:7]([CH2:9][CH:3]([CH2:4]3)[CH2:2]1)[CH2:8]2.[S:12]1[C:16]([C:17](O)=O)=[CH:15][C:14]2[S:20][CH:21]=[CH:22][C:13]1=2. (4) Given the product [OH:32][C@@H:31]([CH2:24][C:25]1[CH:30]=[CH:29][CH:28]=[CH:27][CH:26]=1)[CH2:33][N:14]1[CH2:15][CH2:16][C:11]2([O:10][C:9]3[C:19]4[C:5]([C:6](=[O:23])[C:7](=[O:22])[C:8]=3[S:18][CH2:17]2)=[CH:4][C:3]([O:2][CH3:1])=[CH:21][CH:20]=4)[CH2:12][CH2:13]1, predict the reactants needed to synthesize it. The reactants are: [CH3:1][O:2][C:3]1[CH:4]=[C:5]2[C:19](=[CH:20][CH:21]=1)[C:9]1[O:10][C:11]3([CH2:17][S:18][C:8]=1[C:7](=[O:22])[C:6]2=[O:23])[CH2:16][CH2:15][NH:14][CH2:13][CH2:12]3.[CH2:24]([C@H:31]1[CH2:33][O:32]1)[C:25]1[CH:30]=[CH:29][CH:28]=[CH:27][CH:26]=1.